From a dataset of Full USPTO retrosynthesis dataset with 1.9M reactions from patents (1976-2016). Predict the reactants needed to synthesize the given product. (1) Given the product [Cl:8][C:3]1[C:2]([O:12][CH2:11][C:10]([F:14])([F:13])[F:9])=[CH:7][CH:6]=[CH:5][N:4]=1, predict the reactants needed to synthesize it. The reactants are: N[C:2]1[C:3]([Cl:8])=[N:4][CH:5]=[CH:6][CH:7]=1.[F:9][C:10]([F:14])([F:13])[CH2:11][OH:12].FC(F)(F)C(O)=O.S([O-])([O-])(=O)=O.[Mg+2].N(OC(C)(C)C)=O.C(=O)(O)[O-].[Na+]. (2) Given the product [Br:31][C:8]1[N:4]2[CH:5]=[CH:6][N:7]=[C:2]([Cl:1])[C:3]2=[C:10]([C:11]2[CH:12]=[CH:13][C:14]([O:17][C:18]3[CH:23]=[CH:22][CH:21]=[CH:20][CH:19]=3)=[CH:15][CH:16]=2)[N:9]=1, predict the reactants needed to synthesize it. The reactants are: [Cl:1][C:2]1[C:3]2[N:4]([CH:8]=[N:9][C:10]=2[C:11]2[CH:16]=[CH:15][C:14]([O:17][C:18]3[CH:23]=[CH:22][CH:21]=[CH:20][CH:19]=3)=[CH:13][CH:12]=2)[CH:5]=[CH:6][N:7]=1.C1C(=O)N([Br:31])C(=O)C1.